Dataset: Forward reaction prediction with 1.9M reactions from USPTO patents (1976-2016). Task: Predict the product of the given reaction. (1) Given the reactants [N:1]1[CH:6]=[CH:5][C:4]([C:7]2[C:8]([O:13][C:14]3[CH:19]=[CH:18][C:17]([NH2:20])=[CH:16][CH:15]=3)=[N:9][CH:10]=[CH:11][CH:12]=2)=[CH:3][CH:2]=1.Cl[C:22]1[CH:27]=[CH:26][CH:25]=[CH:24][N:23]=1.C1C=CC(P(C2C(C3C(P(C4C=CC=CC=4)C4C=CC=CC=4)=CC=C4C=3C=CC=C4)=C3C(C=CC=C3)=CC=2)C2C=CC=CC=2)=CC=1.CC(C)([O-])C.[Na+], predict the reaction product. The product is: [N:1]1[CH:2]=[CH:3][C:4]([C:7]2[C:8]([O:13][C:14]3[CH:19]=[CH:18][C:17]([NH:20][C:22]4[CH:27]=[CH:26][CH:25]=[CH:24][N:23]=4)=[CH:16][CH:15]=3)=[N:9][CH:10]=[CH:11][CH:12]=2)=[CH:5][CH:6]=1. (2) Given the reactants [CH3:1][C:2]([C:4]1[CH:9]=[CH:8][C:7]([O:10][CH3:11])=[CH:6][CH:5]=1)=[O:3].[Na+].[Cl-].[C:14]1(C(O)(CCCC)CC)C=CC=C[CH:15]=1.CC1C=CC=CC=1C(O)(CC)C, predict the reaction product. The product is: [CH3:11][O:10][C:7]1[CH:8]=[CH:9][C:4]([C:2]([OH:3])([CH2:14][CH3:15])[CH3:1])=[CH:5][CH:6]=1. (3) Given the reactants Cl.[NH2:2][CH2:3][CH:4]([C:9]1[CH:21]=[CH:20][C:12]([C:13]([O:15][C:16]([CH3:19])([CH3:18])[CH3:17])=[O:14])=[CH:11][CH:10]=1)[C:5]([O:7][CH3:8])=[O:6].N1C=CC=CC=1.[C:28](Cl)(=[O:30])[CH3:29], predict the reaction product. The product is: [C:28]([NH:2][CH2:3][CH:4]([C:9]1[CH:10]=[CH:11][C:12]([C:13]([O:15][C:16]([CH3:17])([CH3:18])[CH3:19])=[O:14])=[CH:20][CH:21]=1)[C:5]([O:7][CH3:8])=[O:6])(=[O:30])[CH3:29]. (4) The product is: [CH:12]1([CH2:15][CH2:16][O:17][S:7]([C:4]2[CH:5]=[CH:6][C:1]([CH3:11])=[CH:2][CH:3]=2)(=[O:9])=[O:8])[CH2:14][CH2:13]1. Given the reactants [C:1]1([CH3:11])[CH:6]=[CH:5][C:4]([S:7](Cl)(=[O:9])=[O:8])=[CH:3][CH:2]=1.[CH:12]1([CH2:15][CH2:16][OH:17])[CH2:14][CH2:13]1, predict the reaction product. (5) Given the reactants Br[CH2:2][C:3]([C:5]1[CH:10]=[CH:9][C:8]([NH:11][S:12]([C:15]([F:18])([F:17])[F:16])(=[O:14])=[O:13])=[CH:7][C:6]=1[Cl:19])=O.[CH2:20]([C:27]1[CH:32]=[C:31]([C:33](=[S:35])[NH2:34])[CH:30]=[CH:29][N:28]=1)[C:21]1[CH:26]=[CH:25][CH:24]=[CH:23][CH:22]=1, predict the reaction product. The product is: [CH2:20]([C:27]1[CH:32]=[C:31]([C:33]2[S:35][CH:2]=[C:3]([C:5]3[CH:10]=[CH:9][C:8]([NH:11][S:12]([C:15]([F:18])([F:17])[F:16])(=[O:14])=[O:13])=[CH:7][C:6]=3[Cl:19])[N:34]=2)[CH:30]=[CH:29][N:28]=1)[C:21]1[CH:22]=[CH:23][CH:24]=[CH:25][CH:26]=1. (6) Given the reactants [CH3:1][C:2]1([CH3:24])[O:7][CH2:6][CH:5]([NH:8][C:9]2[C:14]([NH:15][CH2:16][C:17](OCC)=[O:18])=[CH:13][CH:12]=[C:11]([O:22][CH3:23])[N:10]=2)[CH2:4][O:3]1.[H-].[Na+].[NH4+].[Cl-], predict the reaction product. The product is: [CH3:1][C:2]1([CH3:24])[O:7][CH2:6][CH:5]([N:8]2[C:17](=[O:18])[CH2:16][NH:15][C:14]3[CH:13]=[CH:12][C:11]([O:22][CH3:23])=[N:10][C:9]2=3)[CH2:4][O:3]1. (7) The product is: [OH:24][CH:5]1[C:6]([C:15]2[C:16]([O:22][CH3:23])=[CH:17][C:18]([O:20][CH3:21])=[CH:19][C:14]=2[O:13][CH3:12])=[CH:7][CH2:8][N:3]([CH3:2])[CH2:4]1. Given the reactants Br.[CH3:2][N:3]1[CH2:8][CH2:7][C:6](=O)[CH2:5][CH2:4]1.BrBr.[CH3:12][O:13][C:14]1[CH:19]=[C:18]([O:20][CH3:21])[CH:17]=[C:16]([O:22][CH3:23])[CH:15]=1.[OH-:24].[Na+], predict the reaction product. (8) Given the reactants [CH2:1]([C:3]1[O:7][C:6]([CH2:8][CH2:9][NH:10][C:11]([NH:13][C:14]2[S:15][C:16]([C:20]3[CH:25]=[C:24]([CH3:26])[N:23]=[C:22](S(C)(=O)=O)[N:21]=3)=[C:17]([CH3:19])[N:18]=2)=[O:12])=[N:5][CH:4]=1)[CH3:2].[CH3:31][NH:32][CH3:33], predict the reaction product. The product is: [CH3:31][N:32]([CH3:33])[C:22]1[N:21]=[C:20]([C:16]2[S:15][C:14]([NH:13][C:11]([NH:10][CH2:9][CH2:8][C:6]3[O:7][C:3]([CH2:1][CH3:2])=[CH:4][N:5]=3)=[O:12])=[N:18][C:17]=2[CH3:19])[CH:25]=[C:24]([CH3:26])[N:23]=1.